Task: Predict the reaction yield, written as a fraction of the theoretical maximum amount of product (1.0 means a 100% yield; for example, 0.34 means a 34% yield).. Dataset: Reaction yield outcomes from USPTO patents with 853,638 reactions (1) The reactants are [F:1][C:2]1[CH:7]=[CH:6][C:5]([C:8]([C:11]2[CH:16]=[C:15]([O:17][C:18]([F:23])([F:22])[CH:19]([F:21])[F:20])[CH:14]=[C:13]([F:24])[CH:12]=2)=[N:9]O)=[CH:4][C:3]=1[O:25][CH:26]([CH3:28])[CH3:27].C([O-])(=O)C.[NH4+]. The catalyst is CCO.[NH4+].[OH-].[Zn]. The product is [F:1][C:2]1[CH:7]=[CH:6][C:5]([CH:8]([C:11]2[CH:16]=[C:15]([O:17][C:18]([F:22])([F:23])[CH:19]([F:21])[F:20])[CH:14]=[C:13]([F:24])[CH:12]=2)[NH2:9])=[CH:4][C:3]=1[O:25][CH:26]([CH3:28])[CH3:27]. The yield is 0.830. (2) The reactants are [CH3:1][C:2]1[C:6]([CH2:7][N:8]2[CH:12]=[C:11]([N:13]3[C:17](=[O:18])[CH2:16][NH:15][C:14]3=[O:19])[CH:10]=[N:9]2)=[C:5]([CH3:20])[O:4][N:3]=1.Br[CH2:22][C:23]1[CH:28]=[CH:27][CH:26]=[CH:25][N:24]=1. No catalyst specified. The product is [CH3:1][C:2]1[C:6]([CH2:7][N:8]2[CH:12]=[C:11]([N:13]3[C:17](=[O:18])[CH2:16][N:15]([CH2:22][C:23]4[CH:28]=[CH:27][CH:26]=[CH:25][N:24]=4)[C:14]3=[O:19])[CH:10]=[N:9]2)=[C:5]([CH3:20])[O:4][N:3]=1. The yield is 0.500. (3) The reactants are Br[C:2]1[CH:7]=[CH:6][C:5]([O:8][CH2:9][C:10]2[CH:15]=[CH:14][C:13]([O:16][CH3:17])=[CH:12][CH:11]=2)=[CH:4][CH:3]=1.[B:18]1([B:18]2[O:22][C:21]([CH3:24])([CH3:23])[C:20]([CH3:26])([CH3:25])[O:19]2)[O:22][C:21]([CH3:24])([CH3:23])[C:20]([CH3:26])([CH3:25])[O:19]1.C([O-])(=O)C.[K+]. The catalyst is O1CCOCC1.C(OCC)(=O)C.[Pd].C1(P(C2C=CC=CC=2)C2C=CC=CC=2)C=CC=CC=1.C1(P(C2C=CC=CC=2)C2C=CC=CC=2)C=CC=CC=1.C1(P(C2C=CC=CC=2)C2C=CC=CC=2)C=CC=CC=1.C1(P(C2C=CC=CC=2)C2C=CC=CC=2)C=CC=CC=1. The product is [CH3:17][O:16][C:13]1[CH:14]=[CH:15][C:10]([CH2:9][O:8][C:5]2[CH:6]=[CH:7][C:2]([B:18]3[O:22][C:21]([CH3:24])([CH3:23])[C:20]([CH3:26])([CH3:25])[O:19]3)=[CH:3][CH:4]=2)=[CH:11][CH:12]=1. The yield is 0.850.